From a dataset of hERG Central: cardiac toxicity at 1µM, 10µM, and general inhibition. Predict hERG channel inhibition at various concentrations. (1) The molecule is Cc1cccn2c(=O)c3cc(C(=O)NC4CCCC4)c(=N)n(CC4CCCO4)c3nc12. Results: hERG_inhib (hERG inhibition (general)): blocker. (2) The drug is CCN1CCN(c2oc(-c3ccc([N+](=O)[O-])cc3)nc2C#N)CC1. Results: hERG_inhib (hERG inhibition (general)): blocker. (3) The drug is Cc1ccc(NC(=S)N(CCN(C)C)Cc2cc3cccc(C)c3[nH]c2=O)cc1. Results: hERG_inhib (hERG inhibition (general)): blocker.